This data is from Reaction yield outcomes from USPTO patents with 853,638 reactions. The task is: Predict the reaction yield, written as a fraction of the theoretical maximum amount of product (1.0 means a 100% yield; for example, 0.34 means a 34% yield). (1) The reactants are Cl[C:2]1[C:7]([C:8]([F:11])([F:10])[F:9])=[CH:6][C:5]([N+:12]([O-:14])=[O:13])=[CH:4][N:3]=1.[CH3:15][CH2:16][OH:17].[H-].[Na+].O. The catalyst is C1COCC1. The product is [CH2:16]([O:17][C:2]1[C:7]([C:8]([F:11])([F:10])[F:9])=[CH:6][C:5]([N+:12]([O-:14])=[O:13])=[CH:4][N:3]=1)[CH3:15]. The yield is 0.207. (2) The reactants are [Br:1][C:2]1[C:3](=[O:30])[N:4]([CH2:19][C:20]2[CH:21]=[N:22][C:23](S(C)(=O)=O)=[N:24][CH:25]=2)[C:5]([CH3:18])=[CH:6][C:7]=1[O:8][CH2:9][C:10]1[CH:15]=[CH:14][C:13]([F:16])=[CH:12][C:11]=1[F:17].[C-:31]#[N:32].[Na+]. The catalyst is CN(C=O)C. The product is [Br:1][C:2]1[C:3](=[O:30])[N:4]([CH2:19][C:20]2[CH:21]=[N:22][C:23]([C:31]#[N:32])=[N:24][CH:25]=2)[C:5]([CH3:18])=[CH:6][C:7]=1[O:8][CH2:9][C:10]1[CH:15]=[CH:14][C:13]([F:16])=[CH:12][C:11]=1[F:17]. The yield is 0.910. (3) The reactants are [C:1]([O:5][C:6]([N:8]([CH2:14][C:15]1[CH:26]=[C:25]([O:27][CH3:28])[CH:24]=[CH:23][C:16]=1[CH2:17][CH2:18][C:19]([O:21]C)=[O:20])[CH2:9][C:10]([F:13])([F:12])[F:11])=[O:7])([CH3:4])([CH3:3])[CH3:2].[OH-].[Na+].Cl. The catalyst is O1CCOCC1. The product is [C:1]([O:5][C:6]([N:8]([CH2:14][C:15]1[CH:26]=[C:25]([O:27][CH3:28])[CH:24]=[CH:23][C:16]=1[CH2:17][CH2:18][C:19]([OH:21])=[O:20])[CH2:9][C:10]([F:11])([F:12])[F:13])=[O:7])([CH3:3])([CH3:4])[CH3:2]. The yield is 1.00. (4) The reactants are [CH3:1][O:2][C:3](=[O:11])[CH2:4][CH2:5][CH2:6][CH2:7][C:8](Cl)=[O:9].O[NH:13][C:14](=[NH:23])[C:15]1[CH:20]=[CH:19][CH:18]=[CH:17][C:16]=1[O:21][CH3:22]. The catalyst is N1C=CC=CC=1.O. The product is [CH3:1][O:2][C:3](=[O:11])[CH2:4][CH2:5][CH2:6][CH2:7][C:8]1[O:9][N:23]=[C:14]([C:15]2[CH:20]=[CH:19][CH:18]=[CH:17][C:16]=2[O:21][CH3:22])[N:13]=1. The yield is 0.550. (5) The reactants are [Br:1][C:2]1[CH:3]=[C:4]2[C:8](=[CH:9][CH:10]=1)[C:7](=O)[NH:6][C:5]2=O.[BH4-].[Na+].O.[OH-].[Na+]. The catalyst is O1CCCC1.C(OCC)(=O)C. The product is [Br:1][C:2]1[CH:3]=[C:4]2[C:8](=[CH:9][CH:10]=1)[CH2:7][NH:6][CH2:5]2. The yield is 0.460. (6) The reactants are [CH:1]([C:3]1[O:4][C:5]2[CH:11]=[CH:10][C:9]([C:12]3[CH:19]=[CH:18][C:15]([C:16]#[N:17])=[CH:14][CH:13]=3)=[CH:8][C:6]=2[N:7]=1)=[CH2:2].[CH3:20][CH:21]1[CH2:25][CH2:24][CH2:23][NH:22]1. The catalyst is C(O)C. The product is [CH3:20][CH:21]1[CH2:25][CH2:24][CH2:23][N:22]1[CH2:2][CH2:1][C:3]1[O:4][C:5]2[CH:11]=[CH:10][C:9]([C:12]3[CH:19]=[CH:18][C:15]([C:16]#[N:17])=[CH:14][CH:13]=3)=[CH:8][C:6]=2[N:7]=1. The yield is 1.00. (7) The reactants are [Cl:1][C:2]1[CH:3]=[C:4]([C:19]2[CH:24]=[CH:23][C:22]([N+:25]([O-])=O)=[CH:21][CH:20]=2)[CH:5]=[CH:6][C:7]=1[C:8]([NH:10][C@H:11]([C:15]([O:17][CH3:18])=[O:16])[CH:12]([CH3:14])[CH3:13])=[O:9].Cl. The catalyst is C(O)C.[Fe]. The product is [NH2:25][C:22]1[CH:23]=[CH:24][C:19]([C:4]2[CH:5]=[CH:6][C:7]([C:8]([NH:10][C@H:11]([C:15]([O:17][CH3:18])=[O:16])[CH:12]([CH3:13])[CH3:14])=[O:9])=[C:2]([Cl:1])[CH:3]=2)=[CH:20][CH:21]=1. The yield is 0.890. (8) The reactants are [Cl:1][C:2]1[CH:7]=[CH:6][C:5]([Cl:8])=[CH:4][C:3]=1[S:9][C:10]1[CH:17]=[CH:16][C:13]([C:14]#[N:15])=[CH:12][C:11]=1[N+:18]([O-])=O.S(S([O-])=O)([O-])=O.[Na+].[Na+].CCOC(C)=O. The catalyst is C1COCC1.O. The product is [NH2:18][C:11]1[CH:12]=[C:13]([CH:16]=[CH:17][C:10]=1[S:9][C:3]1[CH:4]=[C:5]([Cl:8])[CH:6]=[CH:7][C:2]=1[Cl:1])[C:14]#[N:15]. The yield is 0.846. (9) The reactants are [I-].[Li+].[CH2:3]([Li])CCC.[CH2:8]([C:10]1[C:18]2[C:13](=[N:14]C(C#N)=CC=2)[N:12]([CH:21]2[CH2:26][CH2:25][O:24][CH2:23][CH2:22]2)[N:11]=1)[CH3:9].[O:27]1[CH2:31][CH2:30][CH2:29][CH2:28]1. The catalyst is [Br-].C[P+](C1C=CC=CC=1)(C1C=CC=CC=1)C1C=CC=CC=1.[Al]. The product is [CH2:8]([C:10]1[C:18]2[C:13](=[N:14][C:30]([C:31](=[O:27])[CH3:3])=[CH:29][CH:28]=2)[N:12]([CH:21]2[CH2:26][CH2:25][O:24][CH2:23][CH2:22]2)[N:11]=1)[CH3:9]. The yield is 0.704.